Task: Predict the product of the given reaction.. Dataset: Forward reaction prediction with 1.9M reactions from USPTO patents (1976-2016) Given the reactants [Cl:1][C:2]1[C:3]([CH3:20])=[N:4][S:5][C:6]=1[NH:7][C:8](=[O:19])[CH:9]([C:11]1[CH:16]=[CH:15][C:14]([OH:17])=[C:13]([NH2:18])[CH:12]=1)[CH3:10].[F:21][C:22]([F:28])([F:27])[CH2:23][C:24](O)=[O:25].Cl.CN(C)CCCN=C=NCC, predict the reaction product. The product is: [Cl:1][C:2]1[C:3]([CH3:20])=[N:4][S:5][C:6]=1[NH:7][C:8](=[O:19])[CH:9]([C:11]1[CH:16]=[CH:15][C:14]([OH:17])=[C:13]([NH:18][C:24](=[O:25])[CH2:23][C:22]([F:28])([F:27])[F:21])[CH:12]=1)[CH3:10].